From a dataset of Reaction yield outcomes from USPTO patents with 853,638 reactions. Predict the reaction yield, written as a fraction of the theoretical maximum amount of product (1.0 means a 100% yield; for example, 0.34 means a 34% yield). (1) The reactants are [NH2:1][C:2]1[CH:3]=[C:4]([C:8]2[C:16]3[C:11](=[CH:12][CH:13]=[C:14]([C:17]([NH2:19])=[O:18])[CH:15]=3)[N:10](C3CCCCO3)[N:9]=2)[CH:5]=[CH:6][CH:7]=1.[S:26]1[CH:30]=[CH:29][CH:28]=[C:27]1[C:31](O)=[O:32].CCN=C=NCCCN(C)C. No catalyst specified. The product is [S:26]1[CH:30]=[CH:29][CH:28]=[C:27]1[C:31]([NH:1][C:2]1[CH:3]=[C:4]([C:8]2[C:16]3[C:11](=[CH:12][CH:13]=[C:14]([C:17]([NH2:19])=[O:18])[CH:15]=3)[NH:10][N:9]=2)[CH:5]=[CH:6][CH:7]=1)=[O:32]. The yield is 0.260. (2) The reactants are [OH-].[K+].[C:3]([C:6]1[N:11]=[C:10]([C:12]2[CH:17]=[CH:16][C:15]([C:18]3[C:23]([F:24])=[CH:22][C:21]([CH:25]([CH3:30])[C:26]([O:28]C)=[O:27])=[CH:20][C:19]=3[F:31])=[CH:14][CH:13]=2)[C:9]([CH3:32])=[N:8][C:7]=1[CH3:33])(=[O:5])[NH2:4]. The catalyst is CC(O)(C)C. The product is [C:3]([C:6]1[N:11]=[C:10]([C:12]2[CH:13]=[CH:14][C:15]([C:18]3[C:23]([F:24])=[CH:22][C:21]([CH:25]([CH3:30])[C:26]([OH:28])=[O:27])=[CH:20][C:19]=3[F:31])=[CH:16][CH:17]=2)[C:9]([CH3:32])=[N:8][C:7]=1[CH3:33])(=[O:5])[NH2:4]. The yield is 0.548. (3) The reactants are [NH2:1][CH2:2][CH:3]([OH:5])[CH3:4].[CH3:6][C:7]([O:10][C:11](O[C:11]([O:10][C:7]([CH3:9])([CH3:8])[CH3:6])=[O:12])=[O:12])([CH3:9])[CH3:8]. The catalyst is C(Cl)Cl. The product is [CH3:4][CH:3]([OH:5])[CH2:2][NH:1][C:11]([O:10][C:7]([CH3:9])([CH3:8])[CH3:6])=[O:12]. The yield is 0.986. (4) The reactants are [NH:1]1[C:5]2[CH:6]=[CH:7][C:8]([C:10]([N:12]3[C@@H:21]4[C@@H:16]([C:17]5[CH:25]=[CH:24][C:23]([C:26]([OH:28])=O)=[CH:22][C:18]=5[CH2:19][CH2:20]4)[CH2:15][CH2:14][CH2:13]3)=[O:11])=[CH:9][C:4]=2[N:3]=[CH:2]1.[CH3:29][NH:30][CH3:31]. No catalyst specified. The product is [CH3:29][N:30]([CH3:31])[C:26]([C:23]1[CH:24]=[CH:25][C:17]2[C@@H:16]3[C@H:21]([CH2:20][CH2:19][C:18]=2[CH:22]=1)[N:12]([C:10]([C:8]1[CH:7]=[CH:6][C:5]2[NH:1][CH:2]=[N:3][C:4]=2[CH:9]=1)=[O:11])[CH2:13][CH2:14][CH2:15]3)=[O:28]. The yield is 0.200. (5) The yield is 0.790. The catalyst is CCO.O.[N+]([O-])([O-])=O.[Ag+]. The reactants are [F:1][C:2]1[CH:3]=[C:4]([CH:10]2[CH2:12][CH:11]2[CH2:13][CH:14]=[O:15])[CH:5]=[CH:6][C:7]=1[O:8][CH3:9].[OH-:16].[Na+]. The product is [F:1][C:2]1[CH:3]=[C:4]([CH:10]2[CH2:12][CH:11]2[CH2:13][C:14]([OH:16])=[O:15])[CH:5]=[CH:6][C:7]=1[O:8][CH3:9]. (6) The reactants are I[C:2]1[CH:3]=[C:4]([C@H:8]2[C:17]3[C:12](=[CH:13][C:14]([O:18][CH2:19][CH2:20][CH2:21][N:22]4[CH2:27][CH2:26][CH2:25][CH2:24][CH2:23]4)=[CH:15][CH:16]=3)[C@@H:11]3[CH2:28][CH2:29][CH2:30][N:10]3[CH2:9]2)[CH:5]=[CH:6][CH:7]=1.[CH3:31][Si:32]([C:35]#[CH:36])([CH3:34])[CH3:33].C1C=CC(P(C2C=CC=CC=2)C2C=CC=CC=2)=CC=1.N(CC)CC. The catalyst is Cl[Pd](Cl)([P](C1C=CC=CC=1)(C1C=CC=CC=1)C1C=CC=CC=1)[P](C1C=CC=CC=1)(C1C=CC=CC=1)C1C=CC=CC=1.[Cu]I.CN(C=O)C. The product is [N:22]1([CH2:21][CH2:20][CH2:19][O:18][C:14]2[CH:13]=[C:12]3[C:17]([C@H:8]([C:4]4[CH:5]=[CH:6][CH:7]=[C:2]([C:36]#[C:35][Si:32]([CH3:34])([CH3:33])[CH3:31])[CH:3]=4)[CH2:9][N:10]4[CH2:30][CH2:29][CH2:28][C@H:11]43)=[CH:16][CH:15]=2)[CH2:27][CH2:26][CH2:25][CH2:24][CH2:23]1. The yield is 0.470. (7) The reactants are [O-]CC.[Na+].C(O)C.[OH:8][C:9]1[CH:14]=[CH:13][C:12]([CH2:15][CH2:16][CH2:17][C:18]([OH:20])=[O:19])=[CH:11][CH:10]=1.Br[C:22]([CH3:29])([CH3:28])[C:23]([O:25][CH2:26][CH3:27])=[O:24]. The catalyst is C(OCC)(=O)C. The product is [CH2:26]([O:25][C:23]([C:22]([CH3:29])([O:8][C:9]1[CH:10]=[CH:11][C:12]([CH2:15][CH2:16][CH2:17][C:18]([OH:20])=[O:19])=[CH:13][CH:14]=1)[CH3:28])=[O:24])[CH3:27]. The yield is 0.955. (8) The reactants are [CH3:1][CH:2]([C:4]1[N:8]=[C:7]([N:9]2[CH2:14][CH2:13][CH:12]([CH2:15][OH:16])[CH2:11][CH2:10]2)[O:6][N:5]=1)[CH3:3].[Br:17][C:18]1[N:23]=[CH:22][C:21](O)=[CH:20][CH:19]=1.C1C=CC(P(C2C=CC=CC=2)C2C=CC=CC=2)=CC=1.N(C(OC(C)C)=O)=NC(OC(C)C)=O. The catalyst is C1COCC1. The product is [Br:17][C:18]1[CH:19]=[CH:20][C:21]([O:16][CH2:15][CH:12]2[CH2:13][CH2:14][N:9]([C:7]3[O:6][N:5]=[C:4]([CH:2]([CH3:1])[CH3:3])[N:8]=3)[CH2:10][CH2:11]2)=[CH:22][N:23]=1. The yield is 0.290. (9) The reactants are [CH3:1][O:2][C:3](=[O:31])[NH:4][CH:5]([C:9]([N:11]1[CH2:15][CH:14]([CH2:16][O:17][CH3:18])[CH2:13][CH:12]1[C:19]1[NH:20][C:21]([C:24]2[CH:29]=[CH:28][C:27](Br)=[CH:26][CH:25]=2)=[CH:22][N:23]=1)=[O:10])[CH:6]([CH3:8])[CH3:7].[B:32]1([B:32]2[O:36][C:35]([CH3:38])([CH3:37])[C:34]([CH3:40])([CH3:39])[O:33]2)[O:36][C:35]([CH3:38])([CH3:37])[C:34]([CH3:40])([CH3:39])[O:33]1.CC([O-])=O.[K+]. The catalyst is O1CCOCC1.C1C=CC(P(C2C=CC=CC=2)[C-]2C=CC=C2)=CC=1.C1C=CC(P(C2C=CC=CC=2)[C-]2C=CC=C2)=CC=1.Cl[Pd]Cl.[Fe+2]. The product is [CH3:1][O:2][C:3](=[O:31])[NH:4][CH:5]([C:9]([N:11]1[CH2:15][CH:14]([CH2:16][O:17][CH3:18])[CH2:13][CH:12]1[C:19]1[NH:20][C:21]([C:24]2[CH:29]=[CH:28][C:27]([B:32]3[O:36][C:35]([CH3:38])([CH3:37])[C:34]([CH3:40])([CH3:39])[O:33]3)=[CH:26][CH:25]=2)=[CH:22][N:23]=1)=[O:10])[CH:6]([CH3:8])[CH3:7]. The yield is 0.780. (10) The reactants are [CH2:1]([O:3][C:4]([C:6]1[S:10][C:9]2[CH:11]=[C:12](I)[CH:13]=[CH:14][C:8]=2[CH:7]=1)=[O:5])[CH3:2].C([Mg]Br)C.[CH3:20][CH2:21][C:22](=[O:25])[CH2:23][CH3:24]. The catalyst is C1COCC1. The product is [CH2:1]([O:3][C:4]([C:6]1[S:10][C:9]2[CH:11]=[C:12]([C:22]([CH2:23][CH3:24])([OH:25])[CH2:21][CH3:20])[CH:13]=[CH:14][C:8]=2[CH:7]=1)=[O:5])[CH3:2]. The yield is 0.250.